This data is from NCI-60 drug combinations with 297,098 pairs across 59 cell lines. The task is: Regression. Given two drug SMILES strings and cell line genomic features, predict the synergy score measuring deviation from expected non-interaction effect. (1) Drug 1: CCN(CC)CCCC(C)NC1=C2C=C(C=CC2=NC3=C1C=CC(=C3)Cl)OC. Drug 2: CN(C(=O)NC(C=O)C(C(C(CO)O)O)O)N=O. Synergy scores: CSS=-1.75, Synergy_ZIP=-0.0458, Synergy_Bliss=-1.96, Synergy_Loewe=-4.65, Synergy_HSA=-4.34. Cell line: UO-31. (2) Drug 1: C1=NC2=C(N1)C(=S)N=C(N2)N. Drug 2: CCC1=C2CN3C(=CC4=C(C3=O)COC(=O)C4(CC)O)C2=NC5=C1C=C(C=C5)O. Cell line: SK-MEL-5. Synergy scores: CSS=36.9, Synergy_ZIP=0.0757, Synergy_Bliss=2.07, Synergy_Loewe=-8.23, Synergy_HSA=3.04. (3) Synergy scores: CSS=-0.991, Synergy_ZIP=-2.19, Synergy_Bliss=-4.47, Synergy_Loewe=-4.46, Synergy_HSA=-4.13. Drug 2: C1=CC=C(C(=C1)C(C2=CC=C(C=C2)Cl)C(Cl)Cl)Cl. Drug 1: C1CC(C1)(C(=O)O)C(=O)O.[NH2-].[NH2-].[Pt+2]. Cell line: SNB-75. (4) Drug 1: CN1CCC(CC1)COC2=C(C=C3C(=C2)N=CN=C3NC4=C(C=C(C=C4)Br)F)OC. Drug 2: C1=CN(C=N1)CC(O)(P(=O)(O)O)P(=O)(O)O. Cell line: LOX IMVI. Synergy scores: CSS=8.88, Synergy_ZIP=-3.22, Synergy_Bliss=-0.915, Synergy_Loewe=-6.84, Synergy_HSA=0.513. (5) Drug 1: CS(=O)(=O)C1=CC(=C(C=C1)C(=O)NC2=CC(=C(C=C2)Cl)C3=CC=CC=N3)Cl. Drug 2: C1=CN(C=N1)CC(O)(P(=O)(O)O)P(=O)(O)O. Cell line: HT29. Synergy scores: CSS=10.8, Synergy_ZIP=2.84, Synergy_Bliss=9.73, Synergy_Loewe=6.02, Synergy_HSA=5.69. (6) Drug 1: CC1=CC2C(CCC3(C2CCC3(C(=O)C)OC(=O)C)C)C4(C1=CC(=O)CC4)C. Drug 2: CC1=C(C=C(C=C1)C(=O)NC2=CC(=CC(=C2)C(F)(F)F)N3C=C(N=C3)C)NC4=NC=CC(=N4)C5=CN=CC=C5. Cell line: OVCAR-8. Synergy scores: CSS=7.13, Synergy_ZIP=1.50, Synergy_Bliss=8.32, Synergy_Loewe=3.72, Synergy_HSA=4.34.